From a dataset of Ames mutagenicity test results for genotoxicity prediction. Regression/Classification. Given a drug SMILES string, predict its toxicity properties. Task type varies by dataset: regression for continuous values (e.g., LD50, hERG inhibition percentage) or binary classification for toxic/non-toxic outcomes (e.g., AMES mutagenicity, cardiotoxicity, hepatotoxicity). Dataset: ames. (1) The drug is Cc1cccc2c1cc(C)c1c3ccccc3ccc21. The result is 1 (mutagenic). (2) The molecule is Cc1c[nH]cn1. The result is 0 (non-mutagenic). (3) The compound is OC1C=Cc2c(ccc3ncccc23)C1O. The result is 0 (non-mutagenic). (4) The molecule is COc1cc(C2Oc3cc(C4Oc5cc(O)cc(O)c5C(=O)C4O)ccc3OC2CO)ccc1O. The result is 0 (non-mutagenic).